Binary Classification. Given a drug SMILES string, predict its activity (active/inactive) in a high-throughput screening assay against a specified biological target. From a dataset of Serine/threonine kinase 33 screen with 319,792 compounds. The molecule is s1c(nnc1NC(=O)C(C)=C)c1sccc1. The result is 0 (inactive).